From a dataset of Full USPTO retrosynthesis dataset with 1.9M reactions from patents (1976-2016). Predict the reactants needed to synthesize the given product. (1) The reactants are: Cl[CH2:2][CH2:3][C:4]1[CH:9]=[CH:8][CH:7]=[CH:6][CH:5]=1.[Mg].II.[CH3:13][C:14]([CH3:34])([CH3:33])[CH2:15][C:16]([NH:18][C:19]1[C:20]([CH3:32])=[C:21]([CH3:31])[C:22]2[O:26][C:25]([CH3:28])([CH3:27])[C:24](=[O:29])[C:23]=2[CH:30]=1)=[O:17]. Given the product [OH:29][C:24]1([CH2:2][CH2:3][C:4]2[CH:9]=[CH:8][CH:7]=[CH:6][CH:5]=2)[C:23]2[CH:30]=[C:19]([NH:18][C:16](=[O:17])[CH2:15][C:14]([CH3:34])([CH3:33])[CH3:13])[C:20]([CH3:32])=[C:21]([CH3:31])[C:22]=2[O:26][C:25]1([CH3:27])[CH3:28], predict the reactants needed to synthesize it. (2) The reactants are: [CH3:1][O:2][C:3]1[CH:34]=[CH:33][C:6]([CH2:7][N:8]2[C:12]([C:13](=[O:27])[C:14]3[CH:19]=[C:18]([O:20][CH3:21])[C:17]([O:22][CH3:23])=[CH:16][C:15]=3[N+:24]([O-:26])=[O:25])=[C:11]([C:28]([O:30]CC)=[O:29])[N:10]=[N:9]2)=[CH:5][CH:4]=1.[OH-].[Na+]. Given the product [CH3:1][O:2][C:3]1[CH:4]=[CH:5][C:6]([CH2:7][N:8]2[C:12]([C:13](=[O:27])[C:14]3[CH:19]=[C:18]([O:20][CH3:21])[C:17]([O:22][CH3:23])=[CH:16][C:15]=3[N+:24]([O-:26])=[O:25])=[C:11]([C:28]([OH:30])=[O:29])[N:10]=[N:9]2)=[CH:33][CH:34]=1, predict the reactants needed to synthesize it. (3) The reactants are: [Cl:1][C:2]1[CH:10]=[CH:9][CH:8]=[C:7]2[C:3]=1[C:4]([C:15]([OH:17])=O)=[CH:5][N:6]2[CH:11]1[CH2:14][O:13][CH2:12]1.[F:18][C:19]([F:24])([F:23])[CH2:20][CH2:21][NH2:22]. Given the product [F:18][C:19]([F:24])([F:23])[CH2:20][CH2:21][NH:22][C:15]([C:4]1[C:3]2[C:7](=[CH:8][CH:9]=[CH:10][C:2]=2[Cl:1])[N:6]([CH:11]2[CH2:12][O:13][CH2:14]2)[CH:5]=1)=[O:17], predict the reactants needed to synthesize it. (4) Given the product [N:2]1([C:7]2([C:10](=[NH:11])[O:14][CH2:12][CH3:13])[CH2:9][CH2:8]2)[CH:6]=[CH:5][CH:4]=[N:3]1, predict the reactants needed to synthesize it. The reactants are: [Na].[N:2]1([C:7]2([C:10]#[N:11])[CH2:9][CH2:8]2)[CH:6]=[CH:5][CH:4]=[N:3]1.[CH2:12]([OH:14])[CH3:13]. (5) The reactants are: [Cl:1][C:2]1[CH:9]=[CH:8][C:5]([CH2:6]Cl)=[CH:4][CH:3]=1.C([O-])([O-])=O.[K+].[K+].[F:16][C:17]1[CH:18]=[C:19]2[C:23](=[CH:24][CH:25]=1)[NH:22][C:21]([CH3:26])=[C:20]2[C:27]1[C:32]2[CH:33]=[CH:34][CH:35]=[CH:36][C:31]=2[S:30](=[O:38])(=[O:37])[NH:29][N:28]=1.Br[CH2:40][C:41]([O:43][C:44]([CH3:47])([CH3:46])[CH3:45])=[O:42]. Given the product [C:44]([O:43][C:41](=[O:42])[CH2:40][N:22]1[C:23]2[C:19](=[CH:18][C:17]([F:16])=[CH:25][CH:24]=2)[C:20]([C:27]2[C:32]3[CH:33]=[CH:34][CH:35]=[CH:36][C:31]=3[S:30](=[O:37])(=[O:38])[N:29]([CH2:6][C:5]3[CH:8]=[CH:9][C:2]([Cl:1])=[CH:3][CH:4]=3)[N:28]=2)=[C:21]1[CH3:26])([CH3:47])([CH3:46])[CH3:45], predict the reactants needed to synthesize it.